Dataset: Human Reference Interactome with 51,813 positive PPI pairs across 8,248 proteins, plus equal number of experimentally-validated negative pairs. Task: Binary Classification. Given two protein amino acid sequences, predict whether they physically interact or not. (1) Protein 1 (ENSG00000140990) has sequence MPDSWDKDVYPEPPRRTPVQPNPIVYMMKAFDLIVDRPVTLVREFIERQHAKNRYYYYHRQYRRVPDITECKEEDIMCMYEAEMQWKRDYKVDQEIINIMQDRLKACQQREGQNYQQNCIKEVEQFTQVAKAYQDRYQDLGAYSSARKCLAKQRQRMLQERKAAKEAAAATS*MPDSWDKDVYPEPPRRTPVQPNPIVYMMKAFDLIVDRPVTLVREFIERQHAKNRYYYYHRQYRRVPDITECKEEDIMCMYEAEMQWKRDYKVDQEIINIMQDRLKACQQREGQNYQQNCIKEVEQFT.... Protein 2 (ENSG00000171453) has sequence MAASQAVEEMRSRVVLGEFGVRNVHTTDFPGNYSGYDDAWDQDRFEKNFRVDVVHMDENSLEFDMVGIDAAIANAFRRILLAEVPTMAVEKVLVYNNTSIVQDEILAHRLGLIPIHADPRLFEYRNQGDEEGTEIDTLQFRLQVRCTRNPHAAKDSSDPNELYVNHKVYTRHMTWIPLGNQADLFPEGTIRPVHDDILIAQLRPGQEIDLLMHCVKGIGKDHAKFSPVATASYRLLPDITLLEPVEGEAAEELSRCFSPGVIEVQEVQGKKVARVANPRLDTFSREIFRNEKLKKVVRLA.... Result: 1 (the proteins interact). (2) Protein 1 (ENSG00000105146) has sequence MSSPRAVVQLGKAQPAGEELATANQTAQQPSSPAMRRLTVDDFEIGRPLGKGKFGNVYLARLKESHFIVALKVLFKSQIEKEGLEHQLRREIEIQAHLQHPNILRLYNYFHDARRVYLILEYAPRGELYKELQKSEKLDEQRTATIIEELADALTYCHDKKVIHRDIKPENLLLGFRGEVKIADFGWSVHTPSLRRKTMCGTLDYLPPEMIEGRTYDEKVDLWCIGVLCYELLVGYPPFESASHSETYRRILKVDVRFPLSMPLGARDLISRLLRYQPLERLPLAQILKHPWVQAHSRRV.... Protein 2 (ENSG00000197976) has sequence MAAATIVHDTSEAVELCPAYGLYLKPITKMTISVALPQLKQPGKSISNWEVMERLKGMVQNHQFSTLRISKSTMDFIRFEGEVENKSLVKSFLACLDGKTIKLSGFSDILKVRAAEFKIDFPTRHDWDSFFRDAKDMNETLPGERPDTIHLEGLPCKWFALKESGSEKPSEDVLVKVFEKFGEIRNVDIPMLDPYREEMTGRNFHTFSFGGHLNFEAYVQYREYMGFIQAMSALRGMKLMYKGEDGKAVACNIKVSFDSTKHLSDASIKKRQLERQKLQELEQQREEQKRREKEAEERQR.... Result: 0 (the proteins do not interact). (3) Protein 1 (ENSG00000196290) has sequence MDLKALLSSLNDFASLSFAESWDNVGLLVEPSPPHTVNTLFLTNDLTEEVMEEVLQKKADLILSYHPPIFRPMKRITWNTWKERLVIRALENRVGIYSPHTAYDAAPQGVNNWLAKGLGACTSRPIHPSKAPNYPTEGNHRVEFNVNYTQDLDKVMSAVKGIDGVSVTSFSARTGNEEQTRINLNCTQKALMQVVDFLSRNKQLYQKTEILSLEKPLLLHTGMGRLCTLDESVSLATMIDRIKRHLKLSHIRLALGVGRTLESQVKVVALCAGSGSSVLQGVEADLYLTGEMSHHDTLDA.... Protein 2 (ENSG00000118491) has sequence MAGAEPFLADGNQELFPCEVCGRRFAADVLERHGPICKKLFNRKRKPFSSLKQRLQGTDIPTVKKTPQSKSPPVRKSNWRQQHEDFINAIRSAKQCMLAIKEGRPLPPPPPPSLNPDYIQRPYCMRRFNESAAERHTNFCKDQSSRRVFNPAQTAAKLASRAQGRAQMGPKKEPTVTSAVGALLQNRVLVATNEVPTKSGLAMDPASGAKLRQGFSKSSKKD*. Result: 0 (the proteins do not interact). (4) Protein 1 (ENSG00000205869) has sequence MGCCGCSGGCGSSCGGCGSGCGGCGSGCGGCGSGCGGSGSSCCVPVCCCKPVCCRVPTCSCSSCGKGGCGSSGGSKGGCGSCGGCKGGCGSCGGSKGGCGSCGGSKGGCGSCGGSKGGCGSGCGGCGSSCCVPVCCCKPMCCCVPACSCSSCGKGGCGSCGCSKGACGSCGGSKGGCGSCGGCKGGCGSCGGSKGGCGSGCGGCGSGCGVPVCCCSCSSCGSCAGSKGGCGSSCSQCSCCKPCCCSSGCGSSCCQSSCCKPCCSQSSCCVPVCCQCKI*. Protein 2 (ENSG00000148655) has sequence MEKYLSLSGNHSSNKRSLEGLSAFRSLEELILDNNQLGDDLVLPGLPRLHTLTLNKNRITDLENLLDHLAEVTPALEYLSLLGNVACPNELVSLEKDEEDYKRYRCFVLYKLPNLKFLDAQKVTRQEREEALVRGVFMKVVKPKASSEDVASSPERHYTPLPSASRELTSHQGVLGKCRYVYYGKNSEGNRFIRDDQL*MASSEDVASSPERHYTPLPSASRELTSHQGVLGKCRYVYYGKNSEGNRFIRDDQL*MAGLVVRGTQVSYIGQDCREIPEHLGRDCGHFAKRLDLSFNLLRS.... Result: 0 (the proteins do not interact). (5) Protein 1 (ENSG00000112584) has sequence MGVRGLQGFVGSTCPHICTVVNFKELAEHHRSKYPGCTPTIVVDAMCCLRYWYTPESWICGGQWREYFSALRDFVKTFTAAGIKLIFFFDGMVEQDKRDEWVKRRLKNNREISRIFHYIKSHKEQPGRNMFFIPSGLAVFTRFALKTLGQETLCSLQEADYEVASYGLQHNCLGILGEDTDYLIYDTCPYFSISELCLESLDTVMLCREKLCESLGLCVADLPLLACLLGNDIIPEGMFESFRYKCLSSYTSVKENFDKKGNIILAVSDHISKVLYLYQGEKKLEEILPLGPNKALFYKG.... Protein 2 (ENSG00000117616) has sequence MSNYVNDMWPGSPQEKDSPSTSRSGGSSRLSSRSRSRSFSRSSRSHSRVSSRFSSRSRRSKSRSRSRRRHQRKYRRYSRSYSRSRSRSRSRRYRERRYGFTRRYYRSPSRYRSRSRSRSRSRGRSYCGRAYAIARGQRYYGFGRTVYPEEHSRWRDRSRTRSRSRTPFRLSEKDRMELLEIAKTNAAKALGTTNIDLPASLRTVPSAKETSRGIGVSSNGAKPELSEKVTEDGTRNPNEKPTQQRSIAFSSNNSVAKPIQKSAKAATEEASSRSPKIDQKKSPYGLWIPI*MSNYVNDMW.... Result: 0 (the proteins do not interact). (6) Protein 1 (ENSG00000154380) has sequence MSEQSICQARAAVMVYDDANKKWVPAGGSTGFSRVHIYHHTGNNTFRVVGRKIQDHQVVINCAIPKGLKYNQATQTFHQWRDARQVYGLNFGSKEDANVFASAMMHALEVLNSQETAQSKVTATQDSTNLRCIFCGPTLPRQNSQLPAQVQNGPSQEELEIQRRQLQEQQRQKELERERLERERMERERLERERLERERLERERLEQEQLEREMSEQSICQARAAVMVYDDANKKWVPAGGSTGFSRVHIYHHTGNNTFRVVGRKIQDHQVVINCAIPKGLKYNQATQTFHQWRDARQVY.... Protein 2 (ENSG00000076826) has sequence MVEAAPPGPGPLRRTFLVPEIKSLDQYDFSRAKAAASLAWVLRAAFGGAEHVPPELWEPFYTDQYAQEHVKPPVTRLLLSAELYCRAWRQALPQLETPPNPSALLALLARRGTVPALPERPVREADLRHQPILMGAHLAVIDALMAAFAFEWTKTLPGPLALTSLEHKLLFWVDTTVRRLQEKTEQEAAQRASPAAPADGAAPAQPSIRYRKDRVVARRAPCFPTVTSLQDLASGAALAATIHCYCPQLLRLEEVCLKDPMSVADSLYNLQLVQDFCASRLPRGCPLSLEDLLYVPPPLK.... Result: 0 (the proteins do not interact). (7) Protein 2 (ENSG00000170074) has sequence MVDKDTERDIEMKRQLRRLRELHLYSTWKKYQEAMKTSLGVPQCERDEGSLGKPLCPPEILSETLPGSVKKRVCFPSEDHLEEFIAEHLPEASNQSLLTVAHADAGTQTNGDLEDLEEHGPGQTVSEEATEVHTMEGDPDTLAEFLIRDVLQELSSYNGEEEDPEEVKTSLGVPQRGDLEDLEEHVPGQTVSEEATGVHMMQVDPATLAKSDLEDLEEHVPEQTVSEEATGVHMMQVDPATLAKQLEDSTITGSHQQMSASPSSAPAEEATEKTKVEEEVKTRKPKKKTRKPSKKSRWNV.... Protein 1 (ENSG00000125434) has sequence MDFLMSGLAACGACVFTNPLEVVKTRMQLQGELQAPGTYQRHYRNVFHAFITIGKVDGLAALQKGLAPALLYQFLMNGIRLGTYGLAEAGGYLHTAEGTHSPARSAAAGAMAGVMGAYLGSPIYMVKTHLQAQAASEIAVGHQYKHQGMFQALTEIGQKHGLVGLWRGALGGLPRVIVGSSTQLCTFSSTKDLLSQWEIFPPQSWKLALVAAMMSGIAVVLAMAPFDVACTRLYNQPTDAQGKNRVPKFSATSCSASAPLLGTKDVRIVKGQTGHQLFKVTQAPGCSPILLGTQS*MDFL.... Result: 0 (the proteins do not interact).